The task is: Predict the reactants needed to synthesize the given product.. This data is from Full USPTO retrosynthesis dataset with 1.9M reactions from patents (1976-2016). (1) Given the product [CH:34]1([N:31]2[CH2:32][CH2:33][N:28]([C:26](=[O:27])[CH2:25][N:14]3[CH2:13][CH2:12][N:8]4[C:9]5[CH:10]=[CH:11][C:3]([O:2][CH3:1])=[CH:4][C:5]=5[CH:6]=[C:7]4[CH2:15]3)[CH2:29][CH2:30]2)[CH2:37][CH2:36][CH2:35]1, predict the reactants needed to synthesize it. The reactants are: [CH3:1][O:2][C:3]1[CH:11]=[CH:10][C:9]2[N:8]3[CH2:12][CH2:13][NH:14][CH2:15][C:7]3=[CH:6][C:5]=2[CH:4]=1.[Na+].[I-].C([O-])([O-])=O.[K+].[K+].Cl[CH2:25][C:26]([N:28]1[CH2:33][CH2:32][N:31]([CH:34]2[CH2:37][CH2:36][CH2:35]2)[CH2:30][CH2:29]1)=[O:27]. (2) Given the product [CH3:5]/[C:40](/[CH2:41][CH2:42][CH:53]=[CH2:57])=[CH:45]/[C:44]([O:9][C@@H:10]1[CH2:15][C@@H:14]([CH2:16][CH2:17][C@H:18]([CH3:21])[CH:19]=[CH2:20])[O:13][C@@:12]([O:22][CH3:23])([C@@H:24]2[CH2:28][S:27][C:26](=[O:29])[N:25]2[CH2:30][C:31]2[CH:36]=[CH:35][C:34]([O:37][CH3:38])=[CH:33][CH:32]=2)[CH2:11]1)=[O:43], predict the reactants needed to synthesize it. The reactants are: [O-]S([C:5](F)(F)F)(=O)=O.[OH:9][C@H:10]1[CH2:15][C@@H:14]([CH2:16][CH2:17][C@H:18]([CH3:21])[CH:19]=[CH2:20])[O:13][C@:12]([C@@H:24]2[CH2:28][S:27][C:26](=[O:29])[N:25]2[CH2:30][C:31]2[CH:36]=[CH:35][C:34]([O:37][CH3:38])=[CH:33][CH:32]=2)([O:22][CH3:23])[CH2:11]1.O[C@H:40]1[CH2:45][C@@H:44](CCCC=C)[O:43][C@:42]([C@@H:53]2[CH2:57]SC(=O)N2CC2C=CC(OC)=CC=2)(OC)[CH2:41]1. (3) Given the product [CH3:1][O:2][C:3]1[C:7]([C:8]#[N:10])=[CH:6][N:5]([C:11]2[CH:12]=[CH:13][C:14]([C:17]([F:20])([F:18])[F:19])=[CH:15][CH:16]=2)[N:4]=1, predict the reactants needed to synthesize it. The reactants are: [CH3:1][O:2][C:3]1[C:7]([C:8]([NH2:10])=O)=[CH:6][N:5]([C:11]2[CH:16]=[CH:15][C:14]([C:17]([F:20])([F:19])[F:18])=[CH:13][CH:12]=2)[N:4]=1.N1C=CC=CC=1.O(S(C(F)(F)F)(=O)=O)S(C(F)(F)F)(=O)=O. (4) Given the product [CH2:10]([NH:12][CH2:7][C:2]1[CH:3]=[CH:4][CH:5]=[CH:6][N:1]=1)[CH3:11], predict the reactants needed to synthesize it. The reactants are: [N:1]1[CH:6]=[CH:5][CH:4]=[CH:3][C:2]=1[CH:7]=O.Cl.[CH2:10]([NH2:12])[CH3:11].C1(C)C=CC=CC=1.C(O)C. (5) Given the product [CH:1]1([N:4]([CH2:18][C:19]2[O:23][CH:22]=[C:21]([C:24]([N:75]([CH2:74][C:71]3[CH:70]=[CH:69][C:68]([CH2:67][N:63]4[CH2:64][CH2:65][CH2:66][CH:61]([O:60][CH3:59])[CH2:62]4)=[CH:73][CH:72]=3)[CH3:76])=[O:25])[CH:20]=2)[S:5]([C:8]2[C:13]([CH3:14])=[CH:12][C:11]([O:15][CH3:16])=[CH:10][C:9]=2[CH3:17])(=[O:7])=[O:6])[CH2:3][CH2:2]1, predict the reactants needed to synthesize it. The reactants are: [CH:1]1([N:4]([CH2:18][C:19]2[O:23][CH:22]=[C:21]([C:24](O)=[O:25])[CH:20]=2)[S:5]([C:8]2[C:13]([CH3:14])=[CH:12][C:11]([O:15][CH3:16])=[CH:10][C:9]=2[CH3:17])(=[O:7])=[O:6])[CH2:3][CH2:2]1.CCN=C=NCCCN(C)C.C1C=CC2N(O)N=NC=2C=1.CCN(C(C)C)C(C)C.Cl.Cl.[CH3:59][O:60][CH:61]1[CH2:66][CH2:65][CH2:64][N:63]([CH2:67][C:68]2[CH:73]=[CH:72][C:71]([CH2:74][NH:75][CH3:76])=[CH:70][CH:69]=2)[CH2:62]1. (6) Given the product [OH:21][B:17]1[C:6]2[CH:7]=[C:8]([OH:10])[CH:9]=[C:2]([CH3:1])[C:3]=2[CH:19]([C:32](=[CH2:33])[C:35]([O:39][CH2:40][CH3:41])=[O:38])[O:18]1, predict the reactants needed to synthesize it. The reactants are: [CH3:1][C:2]1[CH:9]=[C:8]([O:10]C2CCCCO2)[CH:7]=[C:6]([B:17]2[O:21]C(C)(C)[C:19](C)(C)[O:18]2)[C:3]=1C=O.C1N2[CH2:32][CH2:33]N(CC2)C1.Cl.[C:35]([O:39][CH2:40][CH3:41])(=[O:38])C=C.